This data is from NCI-60 drug combinations with 297,098 pairs across 59 cell lines. The task is: Regression. Given two drug SMILES strings and cell line genomic features, predict the synergy score measuring deviation from expected non-interaction effect. (1) Cell line: NCI-H522. Synergy scores: CSS=25.2, Synergy_ZIP=-4.59, Synergy_Bliss=6.04, Synergy_Loewe=6.48, Synergy_HSA=6.73. Drug 1: C1CCC(CC1)NC(=O)N(CCCl)N=O. Drug 2: C1=CC=C(C(=C1)C(C2=CC=C(C=C2)Cl)C(Cl)Cl)Cl. (2) Drug 1: CN(C)C1=NC(=NC(=N1)N(C)C)N(C)C. Drug 2: C(CN)CNCCSP(=O)(O)O. Cell line: 786-0. Synergy scores: CSS=-2.00, Synergy_ZIP=1.20, Synergy_Bliss=1.67, Synergy_Loewe=-1.99, Synergy_HSA=-1.46.